The task is: Regression. Given two drug SMILES strings and cell line genomic features, predict the synergy score measuring deviation from expected non-interaction effect.. This data is from NCI-60 drug combinations with 297,098 pairs across 59 cell lines. (1) Drug 1: C1=CC=C(C=C1)NC(=O)CCCCCCC(=O)NO. Drug 2: CCN(CC)CCNC(=O)C1=C(NC(=C1C)C=C2C3=C(C=CC(=C3)F)NC2=O)C. Cell line: UACC62. Synergy scores: CSS=52.3, Synergy_ZIP=1.40, Synergy_Bliss=3.62, Synergy_Loewe=-1.26, Synergy_HSA=5.59. (2) Drug 1: C1=C(C(=O)NC(=O)N1)F. Drug 2: C1=CC(=CC=C1C#N)C(C2=CC=C(C=C2)C#N)N3C=NC=N3. Cell line: U251. Synergy scores: CSS=41.2, Synergy_ZIP=-7.12, Synergy_Bliss=-7.29, Synergy_Loewe=-8.73, Synergy_HSA=-7.06. (3) Cell line: SF-268. Drug 2: CC(C)(C#N)C1=CC(=CC(=C1)CN2C=NC=N2)C(C)(C)C#N. Synergy scores: CSS=8.97, Synergy_ZIP=-4.67, Synergy_Bliss=-2.96, Synergy_Loewe=-3.55, Synergy_HSA=-3.85. Drug 1: CC(CN1CC(=O)NC(=O)C1)N2CC(=O)NC(=O)C2. (4) Drug 1: CC1C(C(CC(O1)OC2CC(CC3=C2C(=C4C(=C3O)C(=O)C5=C(C4=O)C(=CC=C5)OC)O)(C(=O)CO)O)N)O.Cl. Drug 2: CC1=CC2C(CCC3(C2CCC3(C(=O)C)OC(=O)C)C)C4(C1=CC(=O)CC4)C. Cell line: SF-539. Synergy scores: CSS=16.9, Synergy_ZIP=2.40, Synergy_Bliss=7.80, Synergy_Loewe=11.0, Synergy_HSA=8.90. (5) Drug 1: C1CCN(CC1)CCOC2=CC=C(C=C2)C(=O)C3=C(SC4=C3C=CC(=C4)O)C5=CC=C(C=C5)O. Drug 2: C1=CC=C(C(=C1)C(C2=CC=C(C=C2)Cl)C(Cl)Cl)Cl. Cell line: UACC-257. Synergy scores: CSS=1.12, Synergy_ZIP=-1.36, Synergy_Bliss=-3.65, Synergy_Loewe=-2.58, Synergy_HSA=-3.41.